Dataset: Peptide-MHC class I binding affinity with 185,985 pairs from IEDB/IMGT. Task: Regression. Given a peptide amino acid sequence and an MHC pseudo amino acid sequence, predict their binding affinity value. This is MHC class I binding data. (1) The peptide sequence is PAILSPGAL. The MHC is Patr-B0101 with pseudo-sequence Patr-B0101. The binding affinity (normalized) is 0. (2) The peptide sequence is FLQDESAYV. The MHC is HLA-B39:01 with pseudo-sequence HLA-B39:01. The binding affinity (normalized) is 0.0847. (3) The peptide sequence is FLFPDTRGV. The MHC is HLA-A02:03 with pseudo-sequence HLA-A02:03. The binding affinity (normalized) is 1.00. (4) The peptide sequence is MGMEQTMSV. The MHC is HLA-B15:17 with pseudo-sequence HLA-B15:17. The binding affinity (normalized) is 0.0847. (5) The peptide sequence is QEVKMVAW. The MHC is Mamu-B17 with pseudo-sequence Mamu-B17. The binding affinity (normalized) is 0. (6) The peptide sequence is MTTIGIVLL. The MHC is HLA-A68:02 with pseudo-sequence HLA-A68:02. The binding affinity (normalized) is 0.638. (7) The peptide sequence is LLLAILGPL. The MHC is Patr-B0101 with pseudo-sequence Patr-B0101. The binding affinity (normalized) is 0.0397.